This data is from Reaction yield outcomes from USPTO patents with 853,638 reactions. The task is: Predict the reaction yield, written as a fraction of the theoretical maximum amount of product (1.0 means a 100% yield; for example, 0.34 means a 34% yield). (1) The reactants are O=P(Cl)(Cl)[Cl:3].[Br:6][C:7]1[CH:8]=[N:9][N:10]2[C:15](=O)[C:14]([CH2:17][CH3:18])=[C:13]([CH3:19])[NH:12][C:11]=12.CCN(C(C)C)C(C)C. The catalyst is C1(C)C=CC=CC=1. The product is [Br:6][C:7]1[CH:8]=[N:9][N:10]2[C:15]([Cl:3])=[C:14]([CH2:17][CH3:18])[C:13]([CH3:19])=[N:12][C:11]=12. The yield is 0.550. (2) The reactants are [NH:1]([C:8]([O:10][CH2:11][C:12]1[CH:17]=[CH:16][CH:15]=[CH:14][CH:13]=1)=[O:9])[C@H:2]([C:5]([OH:7])=O)[CH2:3][OH:4].[C:18]1([Mg]Br)[CH:23]=[CH:22][CH:21]=[CH:20][CH:19]=1.Cl.CCCCCC. The catalyst is C1COCC1.C(OCC)(=O)C. The product is [OH:4][CH2:3][C@H:2]([NH:1][C:8](=[O:9])[O:10][CH2:11][C:12]1[CH:17]=[CH:16][CH:15]=[CH:14][CH:13]=1)[C:5](=[O:7])[C:18]1[CH:23]=[CH:22][CH:21]=[CH:20][CH:19]=1. The yield is 0.200. (3) The reactants are Br[C:2]1[CH:18]=[C:17]2[C:5]([CH2:6][CH2:7][C@@:8]32[C:13]([F:15])([F:14])[CH2:12][O:11][C:10]([NH2:16])=[N:9]3)=[CH:4][CH:3]=1.[Cl:19][C:20]1[CH:21]=[C:22](B(O)O)[CH:23]=[N:24][CH:25]=1.COCCOC. The catalyst is O. The product is [Cl:19][C:20]1[CH:21]=[C:22]([C:2]2[CH:18]=[C:17]3[C:5]([CH2:6][CH2:7][C@@:8]43[C:13]([F:15])([F:14])[CH2:12][O:11][C:10]([NH2:16])=[N:9]4)=[CH:4][CH:3]=2)[CH:23]=[N:24][CH:25]=1. The yield is 0.190. (4) The reactants are [CH2:1]([Mg]Br)[CH:2]=[CH2:3].[C:6]1([CH2:12][O:13][CH2:14][C@H:15]2[O:17][C@H:16]2[CH2:18][OH:19])[CH:11]=[CH:10][CH:9]=[CH:8][CH:7]=1. The catalyst is CCOCC. The product is [C:6]1([CH2:12][O:13][CH2:14][C@@H:15]([OH:17])[C@H:16]([CH2:3][CH:2]=[CH2:1])[CH2:18][OH:19])[CH:11]=[CH:10][CH:9]=[CH:8][CH:7]=1. The yield is 0.460. (5) The reactants are [OH:1][CH2:2][CH2:3][N:4]([CH:22]([CH3:24])[CH3:23])[C:5]([C:7]1[S:8][C:9]2[CH2:10][CH2:11][O:12][C:13]3[CH:20]=[CH:19][C:18](Br)=[CH:17][C:14]=3[C:15]=2[N:16]=1)=[O:6].[CH3:25][O:26][C:27]1[C:32](B(O)O)=[CH:31][CH:30]=[CH:29][N:28]=1. No catalyst specified. The yield is 0.0700. The product is [OH:1][CH2:2][CH2:3][N:4]([CH:22]([CH3:24])[CH3:23])[C:5]([C:7]1[S:8][C:9]2[CH2:10][CH2:11][O:12][C:13]3[CH:20]=[CH:19][C:18]([C:32]4[C:27]([O:26][CH3:25])=[N:28][CH:29]=[CH:30][CH:31]=4)=[CH:17][C:14]=3[C:15]=2[N:16]=1)=[O:6]. (6) The reactants are C(N(CC)CC)C.[NH2:8][CH2:9][C:10]1[CH:11]=[C:12]([CH2:16][N:17]2[C:25]3[C:20](=[C:21]([C:26]([OH:29])([CH3:28])[CH3:27])[CH:22]=[CH:23][CH:24]=3)[C:19]([NH:30][S:31]([C:34]3[S:35][C:36]([Cl:39])=[CH:37][CH:38]=3)(=[O:33])=[O:32])=[N:18]2)[CH:13]=[CH:14][CH:15]=1.C([O:43][C:44]([CH3:49])([CH3:48])[C:45](Cl)=[O:46])(=O)C.C(=O)([O-])[O-].[K+].[K+]. The catalyst is ClCCl.CS(C)=O.CO. The product is [Cl:39][C:36]1[S:35][C:34]([S:31]([NH:30][C:19]2[C:20]3[C:25](=[CH:24][CH:23]=[CH:22][C:21]=3[C:26]([OH:29])([CH3:27])[CH3:28])[N:17]([CH2:16][C:12]3[CH:11]=[C:10]([CH2:9][NH:8][C:45](=[O:46])[C:44]([OH:43])([CH3:49])[CH3:48])[CH:15]=[CH:14][CH:13]=3)[N:18]=2)(=[O:33])=[O:32])=[CH:38][CH:37]=1. The yield is 0.240. (7) The reactants are [OH-].[K+].C1(=O)CCCC(=O)C1.ClCC(=O)C.Cl.[CH2:17]([O:19][C:20](=[O:23])[CH2:21][NH2:22])[CH3:18].C([O-])(=O)C.[Na+].O=[C:30]([CH3:40])[CH2:31][CH:32]1[C:37](=[O:38])[CH2:36][CH2:35][CH2:34][C:33]1=O. The catalyst is O.C(O)C. The product is [CH2:17]([O:19][C:20](=[O:23])[CH2:21][N:22]1[C:33]2[CH2:34][CH2:35][CH2:36][C:37](=[O:38])[C:32]=2[CH:31]=[C:30]1[CH3:40])[CH3:18]. The yield is 0.560. (8) The reactants are [F:1][C:2]1[CH:3]=[C:4]([NH:9][C:10]2[C:15]([C:16]([NH:18][C@@H:19]3[CH2:24][CH2:23][C@H:22]([NH:25]C(=O)OC(C)(C)C)[CH2:21][CH2:20]3)=[O:17])=[CH:14][C:13]([F:33])=[CH:12][N:11]=2)[CH:5]=[CH:6][C:7]=1[F:8].[H-].[Na+].[S:36](Cl)(Cl)=[O:37].C([O-])([O-])=O.[Na+].[Na+]. The catalyst is C1COCC1. The product is [NH2:25][C@@H:22]1[CH2:23][CH2:24][C@H:19]([N:18]2[S:36](=[O:37])[N:9]([C:4]3[CH:5]=[CH:6][C:7]([F:8])=[C:2]([F:1])[CH:3]=3)[C:10]3[N:11]=[CH:12][C:13]([F:33])=[CH:14][C:15]=3[C:16]2=[O:17])[CH2:20][CH2:21]1. The yield is 0.160. (9) The reactants are [S:1]([N:11]1[C:15]2=[N:16][CH:17]=[C:18]([NH:20][NH:21][C:22]([C@@H:24]3[CH2:28][CH2:27][C@H:26]([NH:29][C:30](=[O:36])[O:31][C:32]([CH3:35])([CH3:34])[CH3:33])[CH2:25]3)=O)[N:19]=[C:14]2[CH:13]=[CH:12]1)([C:4]1[CH:10]=[CH:9][C:7]([CH3:8])=[CH:6][CH:5]=1)(=[O:3])=[O:2].C1(C(O)=O)CCCC1.O=S(Cl)Cl.CCOC(C)=O. The catalyst is O1CCOCC1.O. The product is [C:32]([O:31][C:30](=[O:36])[NH:29][C@H:26]1[CH2:27][CH2:28][C@@H:24]([C:22]2[N:19]3[C:14]4[CH:13]=[CH:12][N:11]([S:1]([C:4]5[CH:10]=[CH:9][C:7]([CH3:8])=[CH:6][CH:5]=5)(=[O:2])=[O:3])[C:15]=4[N:16]=[CH:17][C:18]3=[N:20][N:21]=2)[CH2:25]1)([CH3:34])([CH3:35])[CH3:33]. The yield is 0.850. (10) The reactants are [NH2:1][C:2]1[N:7]=[C:6]([CH:8]=[O:9])[CH:5]=[CH:4][CH:3]=1.C1(C)C=CC(S([CH2:19][N+:20]#[C-:21])(=O)=O)=CC=1.C(=O)([O-])[O-].[K+].[K+]. The catalyst is CO. The product is [O:9]1[C:8]([C:6]2[N:7]=[C:2]([NH2:1])[CH:3]=[CH:4][CH:5]=2)=[CH:21][N:20]=[CH:19]1. The yield is 0.520.